Dataset: Reaction yield outcomes from USPTO patents with 853,638 reactions. Task: Predict the reaction yield, written as a fraction of the theoretical maximum amount of product (1.0 means a 100% yield; for example, 0.34 means a 34% yield). The reactants are Cl.C(OC([N:9]1[CH2:13][CH2:12][C:11]([CH2:25][C:26]2[CH:31]=[CH:30][CH:29]=[CH:28][CH:27]=2)([C:14]([C:16]2[CH:17]=[C:18]3[C:22](=[CH:23][CH:24]=2)[NH:21][CH:20]=[CH:19]3)=[O:15])[CH2:10]1)=O)(C)(C)C. The catalyst is CO. The product is [CH2:25]([C:11]1([C:14]([C:16]2[CH:17]=[C:18]3[C:22](=[CH:23][CH:24]=2)[NH:21][CH:20]=[CH:19]3)=[O:15])[CH2:12][CH2:13][NH:9][CH2:10]1)[C:26]1[CH:31]=[CH:30][CH:29]=[CH:28][CH:27]=1. The yield is 0.930.